Dataset: TCR-epitope binding with 47,182 pairs between 192 epitopes and 23,139 TCRs. Task: Binary Classification. Given a T-cell receptor sequence (or CDR3 region) and an epitope sequence, predict whether binding occurs between them. (1) The epitope is KLWAQCVQL. The TCR CDR3 sequence is CASSDGGTGWNEQFF. Result: 1 (the TCR binds to the epitope). (2) The epitope is QYDPVAALF. The TCR CDR3 sequence is CASSADREFYEQYF. Result: 0 (the TCR does not bind to the epitope). (3) The epitope is KAFSPEVIPMF. The TCR CDR3 sequence is CASSSFLSSGETQYF. Result: 1 (the TCR binds to the epitope). (4) The epitope is VLAWLYAAV. The TCR CDR3 sequence is CASSLSSGRIIVGNEQFF. Result: 1 (the TCR binds to the epitope).